Dataset: Reaction yield outcomes from USPTO patents with 853,638 reactions. Task: Predict the reaction yield, written as a fraction of the theoretical maximum amount of product (1.0 means a 100% yield; for example, 0.34 means a 34% yield). The reactants are [F:1][C:2]1[CH:10]=[C:9]2[C:5]([CH:6]=[C:7]([C:11]([CH3:23])([CH3:22])[C:12](OCC3C=CC=CC=3)=[O:13])[NH:8]2)=[CH:4][C:3]=1[N+:24]([O-:26])=[O:25].CC(C[AlH]CC(C)C)C. The catalyst is C(Cl)Cl. The product is [F:1][C:2]1[CH:10]=[C:9]2[C:5]([CH:6]=[C:7]([C:11]([CH3:23])([CH3:22])[CH2:12][OH:13])[NH:8]2)=[CH:4][C:3]=1[N+:24]([O-:26])=[O:25]. The yield is 0.770.